Dataset: Experimentally validated miRNA-target interactions with 360,000+ pairs, plus equal number of negative samples. Task: Binary Classification. Given a miRNA mature sequence and a target amino acid sequence, predict their likelihood of interaction. (1) The miRNA is hsa-miR-4703-3p with sequence UGUAGUUGUAUUGUAUUGCCAC. The protein sequence of the target gene is MAVRSRRPWVSVALGLVLGFTAASWLIAPRVAELSEKRRRGSSLCSYYGRSATGPRADAQQLLPQPQSRPRLEQSPPPASHELPGPQQPEAAPGGPSFRSSPWQQPALLPQRRRGHTPEGATALPGAPAAKGEPEEEDGGAADPRKGGRPGSSHNGSGDGGAAVPTSGPGDFLYVGVMTAQKYLGSRALAAQRTWARFIPGRVEFFSSQQSPSAALGQPPPPLPVIALPGVDDSYPPQKKSFMMIKYMHDHYLDKYEWFMRADDDVYIKGDKLEEFLRSLNSSKPLYLGQTGLGNTEELG.... Result: 0 (no interaction). (2) The miRNA is hsa-miR-7110-3p with sequence UCUCUCUCCCACUUCCCUGCAG. The protein sequence of the target gene is MSCAGAAAAPRLWRLRPGARRSLSAYGRRTSVRFRSSGMTLDNISRAAVDRIIRVDHAGEYGANRIYAGQMAVLGRTSVGPVIQKMWDQEKDHLKKFNELMVTFRVRPTVLMPLWNVLGFALGAGTALLGKEGAMACTVAVEESIAHHYNNQIRTLMEEDPEKYEELLQLIKKFRDEELEHHDIGLDHDAELAPAYAVLKSIIQAGCRVAIYLSERL. Result: 0 (no interaction). (3) Result: 0 (no interaction). The protein sequence of the target gene is MESIYLQKHLGACLTQGLAEVARVRPVDPIEYLALWIYKYKENVTMEQLRQKEMAKLERERELALMEQEMMERLKAEELLLQQQQLALQLELEMQEKERQRIQELQRAQEQLGKEMRMNMENLVRNEDILHSEEATLDSGKTLAEISDRYGAPNLSRVEELDEPMFSDIALNIDQDL. The miRNA is cel-miR-785-3p with sequence UAAGUGAAUUGUUUUGUGUAGA.